This data is from Full USPTO retrosynthesis dataset with 1.9M reactions from patents (1976-2016). The task is: Predict the reactants needed to synthesize the given product. (1) Given the product [Cl:1][C:2]1[CH:7]=[CH:6][C:5]([C:8]2([CH3:34])[C:12]([C:14]3[CH:15]=[CH:16][C:17]([Cl:20])=[CH:18][CH:19]=3)([CH3:13])[N:11]([C:35]([Cl:37])=[O:36])[C:10]([C:21]3[CH:26]=[CH:25][C:24]([C:27]([F:28])([F:29])[F:30])=[CH:23][C:22]=3[O:31][CH2:32][CH3:33])=[N:9]2)=[CH:4][CH:3]=1, predict the reactants needed to synthesize it. The reactants are: [Cl:1][C:2]1[CH:7]=[CH:6][C:5]([C:8]2([CH3:34])[C:12]([C:14]3[CH:19]=[CH:18][C:17]([Cl:20])=[CH:16][CH:15]=3)([CH3:13])[NH:11][C:10]([C:21]3[CH:26]=[CH:25][C:24]([C:27]([F:30])([F:29])[F:28])=[CH:23][C:22]=3[O:31][CH2:32][CH3:33])=[N:9]2)=[CH:4][CH:3]=1.[C:35](Cl)([Cl:37])=[O:36]. (2) Given the product [CH3:23][N:24]([CH3:29])[CH2:25][CH2:26][O:31][C:2]1[N:7]=[C:6]([NH:8][C:9]2[CH:10]=[C:11]3[C:16](=[CH:17][CH:18]=2)[N:15]=[C:14]([CH3:19])[CH:13]=[C:12]3[NH2:20])[N:5]=[C:4]([S:21][CH3:22])[N:3]=1, predict the reactants needed to synthesize it. The reactants are: N[C:2]1[N:7]=[C:6]([NH:8][C:9]2[CH:10]=[C:11]3[C:16](=[CH:17][CH:18]=2)[N:15]=[C:14]([CH3:19])[CH:13]=[C:12]3[NH2:20])[N:5]=[C:4]([S:21][CH3:22])[N:3]=1.[CH3:23][N:24]([CH3:29])[CH2:25][CH2:26]CO.C[OH:31]. (3) Given the product [OH:8][C@@H:9]1[C@@:44]2([CH3:45])[C:13](=[CH:14][CH:15]=[C:16]3[C@@H:43]2[CH2:42][CH2:41][C@@:40]2([CH3:46])[C@H:17]3[CH2:18][CH:19]=[C:20]2[C@@H:21]([O:23][CH2:24][C:25]#[C:26][C:27]([CH2:38][CH3:39])([OH:30])[CH2:28][CH3:29])[CH3:22])[CH2:12][C@@H:11]([OH:47])[CH2:10]1, predict the reactants needed to synthesize it. The reactants are: [Si]([O:8][C@@H:9]1[C@@:44]2([CH3:45])[C:13](=[CH:14][CH:15]=[C:16]3[C@@H:43]2[CH2:42][CH2:41][C@@:40]2([CH3:46])[C@H:17]3[CH2:18][CH:19]=[C:20]2[C@@H:21]([O:23][CH2:24][C:25]#[C:26][C:27]([CH2:38][CH3:39])([O:30][Si](CC)(CC)CC)[CH2:28][CH3:29])[CH3:22])[CH2:12][C@@H:11]([O:47][Si](C(C)(C)C)(C)C)[CH2:10]1)(C(C)(C)C)(C)C.[F-].C([N+](CCCC)(CCCC)CCCC)CCC. (4) Given the product [CH2:11]([N:10]1[C:6]2[C:5]([CH3:17])=[C:4]([CH3:18])[N:3]=[C:2]([NH:26][CH2:25][C:24]3[CH:27]=[CH:28][C:21]([O:20][CH3:19])=[CH:22][CH:23]=3)[C:7]=2[N:8]=[C:9]1[CH2:15][OH:16])[CH:12]([CH3:14])[CH3:13], predict the reactants needed to synthesize it. The reactants are: Cl[C:2]1[C:7]2[N:8]=[C:9]([CH2:15][OH:16])[N:10]([CH2:11][CH:12]([CH3:14])[CH3:13])[C:6]=2[C:5]([CH3:17])=[C:4]([CH3:18])[N:3]=1.[CH3:19][O:20][C:21]1[CH:28]=[CH:27][C:24]([CH2:25][NH2:26])=[CH:23][CH:22]=1.Cl.N1C=CC=CC=1.O. (5) Given the product [O:3]1[C:12]2[CH:11]=[CH:10][CH:9]=[CH:8][C:13]=2[C:14]([CH2:5][C:6]([OH:15])=[O:7])=[N:2]1, predict the reactants needed to synthesize it. The reactants are: Cl.[NH2:2][OH:3].O[C:5]1[C:6](=[O:15])[O:7][C:8]2[C:13]([CH:14]=1)=[CH:12][CH:11]=[CH:10][CH:9]=2.C([O-])(=O)C.[Na+]. (6) Given the product [Br:1][C:2]1[CH:3]=[CH:4][C:5]([C@H:8]([CH2:9][N+:10]([O-:12])=[O:11])[C@H:14]([CH:15]([CH3:17])[CH3:16])[CH:13]=[O:18])=[CH:6][CH:7]=1, predict the reactants needed to synthesize it. The reactants are: [Br:1][C:2]1[CH:7]=[CH:6][C:5](/[CH:8]=[CH:9]/[N+:10]([O-:12])=[O:11])=[CH:4][CH:3]=1.[CH:13](=[O:18])[CH2:14][CH:15]([CH3:17])[CH3:16].CC(O)C.CCCCCC. (7) Given the product [CH3:19][N:18]1[C:14]([CH:11]2[CH2:12][CH2:13][NH:8][CH2:9][CH2:10]2)=[N:15][N:16]=[N:17]1, predict the reactants needed to synthesize it. The reactants are: C([N:8]1[CH2:13][CH2:12][CH:11]([C:14]2[N:18]([CH3:19])[N:17]=[N:16][N:15]=2)[CH2:10][CH2:9]1)C1C=CC=CC=1.